This data is from Full USPTO retrosynthesis dataset with 1.9M reactions from patents (1976-2016). The task is: Predict the reactants needed to synthesize the given product. Given the product [CH3:26][C:27]1[CH:35]=[C:34]([CH3:36])[CH:33]=[C:32]([CH3:37])[C:28]=1[C:29]([P:13](=[O:38])([C:20]1[CH:25]=[CH:24][CH:23]=[CH:22][CH:21]=1)[C:14]1[CH:19]=[CH:18][CH:17]=[CH:16][CH:15]=1)=[O:30], predict the reactants needed to synthesize it. The reactants are: [Li].C1C2C(=CC=CC=2)C=CC=1.Cl[P:13]([C:20]1[CH:25]=[CH:24][CH:23]=[CH:22][CH:21]=1)[C:14]1[CH:19]=[CH:18][CH:17]=[CH:16][CH:15]=1.[CH3:26][C:27]1[CH:35]=[C:34]([CH3:36])[CH:33]=[C:32]([CH3:37])[C:28]=1[C:29](Cl)=[O:30].[OH:38]O.